From a dataset of Forward reaction prediction with 1.9M reactions from USPTO patents (1976-2016). Predict the product of the given reaction. (1) Given the reactants [F:1][C:2]([F:17])([F:16])[C:3]([N:5]1[CH2:9][CH2:8][CH2:7][CH:6]1[C:10]1[CH:15]=[CH:14][CH:13]=[CH:12][CH:11]=1)=[O:4].[Cl:18][S:19](O)(=[O:21])=[O:20], predict the reaction product. The product is: [F:17][C:2]([F:1])([F:16])[C:3]([N:5]1[CH2:9][CH2:8][CH2:7][CH:6]1[C:10]1[CH:15]=[CH:14][C:13]([S:19]([Cl:18])(=[O:21])=[O:20])=[CH:12][CH:11]=1)=[O:4]. (2) Given the reactants [NH2:1][C:2]1[N:9]=[CH:8][CH:7]=[C:6]([Br:10])[C:3]=1[C:4]#[N:5].Br[CH:12]([CH2:15][C:16]([F:19])([F:18])[F:17])[CH:13]=O, predict the reaction product. The product is: [Br:10][C:6]1[CH:7]=[CH:8][N:9]2[C:12]([CH2:15][C:16]([F:19])([F:18])[F:17])=[CH:13][N:1]=[C:2]2[C:3]=1[C:4]#[N:5].